From a dataset of Experimentally validated miRNA-target interactions with 360,000+ pairs, plus equal number of negative samples. Binary Classification. Given a miRNA mature sequence and a target amino acid sequence, predict their likelihood of interaction. The miRNA is mmu-miR-215-5p with sequence AUGACCUAUGAUUUGACAGAC. Result: 1 (interaction). The protein sequence of the target gene is MAPLPGAELVQTPLQLYRYLLRCCRQLPTKGIQEHYKHAVRQSFQVHSDEDNSERIQQIIKRAIEDADWIMNKYRKQN.